Dataset: M1 muscarinic receptor agonist screen with 61,833 compounds. Task: Binary Classification. Given a drug SMILES string, predict its activity (active/inactive) in a high-throughput screening assay against a specified biological target. The molecule is O1C(CCC1)C(=O)N1CCN(CC1)C(=O)c1occc1. The result is 0 (inactive).